From a dataset of Catalyst prediction with 721,799 reactions and 888 catalyst types from USPTO. Predict which catalyst facilitates the given reaction. (1) Product: [CH2:11]([O:18][C:19]1[CH:24]=[C:23]([O:25][CH2:26][CH2:27][CH2:28][C:29]#[N:30])[C:22]([CH2:31][CH3:32])=[CH:21][C:20]=1[C:5]1[CH:6]=[CH:7][C:2]([F:1])=[CH:3][CH:4]=1)[C:12]1[CH:13]=[CH:14][CH:15]=[CH:16][CH:17]=1. The catalyst class is: 162. Reactant: [F:1][C:2]1[CH:7]=[CH:6][C:5](B(O)O)=[CH:4][CH:3]=1.[CH2:11]([O:18][C:19]1[CH:24]=[C:23]([O:25][CH2:26][CH2:27][CH2:28][C:29]#[N:30])[C:22]([CH2:31][CH3:32])=[CH:21][C:20]=1Br)[C:12]1[CH:17]=[CH:16][CH:15]=[CH:14][CH:13]=1.C1(C)C=CC=CC=1.C(=O)([O-])[O-].[Na+].[Na+]. (2) Reactant: Cl.C[O:3][C:4]1[CH:5]=[C:6]2[C:11](=[CH:12][CH:13]=1)[CH2:10][CH:9]([CH2:14][CH2:15][N:16]1[CH2:21][CH2:20][CH2:19][CH2:18][CH2:17]1)[CH2:8][CH2:7]2. Product: [OH:3][C:4]1[CH:5]=[C:6]2[C:11](=[CH:12][CH:13]=1)[CH2:10][CH:9]([CH2:14][CH2:15][N:16]1[CH2:21][CH2:20][CH2:19][CH2:18][CH2:17]1)[CH2:8][CH2:7]2. The catalyst class is: 201. (3) Reactant: [C:1]([NH:4][C:5]1[S:6][CH:7]=[C:8]([C:10]2[CH:15]=[CH:14][C:13]([CH2:16][CH2:17][NH:18]C(=O)OC(C)(C)C)=[CH:12][CH:11]=2)[N:9]=1)(=[O:3])[CH3:2].[ClH:26]. Product: [ClH:26].[NH2:18][CH2:17][CH2:16][C:13]1[CH:12]=[CH:11][C:10]([C:8]2[N:9]=[C:5]([NH:4][C:1](=[O:3])[CH3:2])[S:6][CH:7]=2)=[CH:15][CH:14]=1. The catalyst class is: 13. (4) The catalyst class is: 6. Reactant: [Na].[OH:2][C:3]12[CH2:12][CH:7]3[CH2:8][CH:9]([CH2:11][C:5]([CH2:13][O:14][C:15]([C:17]([F:23])([F:22])[S:18]([OH:21])(=[O:20])=[O:19])=[O:16])([CH2:6]3)[CH2:4]1)[CH2:10]2.C(Cl)(Cl)Cl.[Cl-].[C:29]1([S+:35]([C:42]2[CH:47]=[CH:46][CH:45]=[CH:44][CH:43]=2)[C:36]2[CH:41]=[CH:40][CH:39]=[CH:38][CH:37]=2)[CH:34]=[CH:33][CH:32]=[CH:31][CH:30]=1. Product: [OH:2][C:3]12[CH2:12][CH:7]3[CH2:8][CH:9]([CH2:11][C:5]([CH2:13][O:14][C:15]([C:17]([F:23])([F:22])[S:18]([O-:21])(=[O:19])=[O:20])=[O:16])([CH2:6]3)[CH2:4]1)[CH2:10]2.[C:42]1([S+:35]([C:29]2[CH:30]=[CH:31][CH:32]=[CH:33][CH:34]=2)[C:36]2[CH:41]=[CH:40][CH:39]=[CH:38][CH:37]=2)[CH:43]=[CH:44][CH:45]=[CH:46][CH:47]=1. (5) Reactant: Br[CH2:2][CH2:3][N:4]1[C:12]([S:13][C:14]2[CH:19]=[C:18]([Cl:20])[CH:17]=[C:16]([Cl:21])[CH:15]=2)=[N:11][C:10]2[C:5]1=[N:6][CH:7]=[N:8][C:9]=2[NH2:22].C1(C)C=CC(S(O)(=O)=O)=CC=1.[CH:34]1([C:37]([NH2:40])([CH3:39])[CH3:38])[CH2:36][CH2:35]1.CCN(CC)CC. Product: [CH:34]1([C:37]([NH:40][CH2:2][CH2:3][N:4]2[C:12]([S:13][C:14]3[CH:19]=[C:18]([Cl:20])[CH:17]=[C:16]([Cl:21])[CH:15]=3)=[N:11][C:10]3[C:5]2=[N:6][CH:7]=[N:8][C:9]=3[NH2:22])([CH3:39])[CH3:38])[CH2:36][CH2:35]1. The catalyst class is: 3. (6) Reactant: [NH2:1][C:2]1([C:8]2[CH:13]=[CH:12][CH:11]=[CH:10][CH:9]=2)[CH2:7][CH2:6][NH:5][CH2:4][CH2:3]1.[Cl:14][C:15]1[C:16]2[C:17](=[O:29])[N:18]3[CH:27](O)[CH2:26][CH2:25][C:19]3=[N:20][C:21]=2[CH:22]=[CH:23][CH:24]=1.[BH3-]C#N.[Na+].CC(O)=O. Product: [NH2:1][C:2]1([C:8]2[CH:13]=[CH:12][CH:11]=[CH:10][CH:9]=2)[CH2:7][CH2:6][N:5]([CH2:27][CH2:26][CH2:25][C:19]2[NH:18][C:17](=[O:29])[C:16]3[C:21](=[CH:22][CH:23]=[CH:24][C:15]=3[Cl:14])[N:20]=2)[CH2:4][CH2:3]1. The catalyst class is: 10. (7) Reactant: [F:1][C:2]1[CH:7]=[CH:6][C:5]([NH:8][C:9]([NH:11][C:12]2[N:16]([C:17]3[CH:22]=[CH:21][CH:20]=[CH:19][CH:18]=3)[N:15]=[C:14]([C:23]([F:26])([F:25])[F:24])[CH:13]=2)=[O:10])=[CH:4][C:3]=1[OH:27].C([O-])([O-])=O.[Cs+].[Cs+].Cl[C:35]1[C:44]2[C:39](=[CH:40][C:41]([O:47][CH3:48])=[C:42]([O:45][CH3:46])[CH:43]=2)[N:38]=[CH:37][N:36]=1. Product: [CH3:46][O:45][C:42]1[CH:43]=[C:44]2[C:39](=[CH:40][C:41]=1[O:47][CH3:48])[N:38]=[CH:37][N:36]=[C:35]2[O:27][C:3]1[CH:4]=[C:5]([NH:8][C:9]([NH:11][C:12]2[N:16]([C:17]3[CH:22]=[CH:21][CH:20]=[CH:19][CH:18]=3)[N:15]=[C:14]([C:23]([F:24])([F:25])[F:26])[CH:13]=2)=[O:10])[CH:6]=[CH:7][C:2]=1[F:1]. The catalyst class is: 1.